This data is from Full USPTO retrosynthesis dataset with 1.9M reactions from patents (1976-2016). The task is: Predict the reactants needed to synthesize the given product. (1) The reactants are: [F:1][C:2]1[CH:8]=[CH:7][C:5]([NH2:6])=[CH:4][CH:3]=1.[CH3:9][O:10][C:11]1[CH:18]=[C:17]([O:19][CH3:20])[CH:16]=[CH:15][C:12]=1[CH:13]=O.C(O)(=O)C.C(O[BH-](OC(=O)C)OC(=O)C)(=O)C.[Na+]. Given the product [CH3:9][O:10][C:11]1[CH:18]=[C:17]([O:19][CH3:20])[CH:16]=[CH:15][C:12]=1[CH2:13][NH:6][C:5]1[CH:7]=[CH:8][C:2]([F:1])=[CH:3][CH:4]=1, predict the reactants needed to synthesize it. (2) Given the product [Cl:20][C:15]1[C:16]([O:18][CH3:19])=[CH:17][C:12]2[O:11][CH:10]([C:21]([N:23]3[CH2:28][CH2:27][C:26]([CH2:35][C:36]4[CH:37]=[CH:38][C:39]([F:42])=[CH:40][CH:41]=4)([CH2:29][N:30]4[CH:34]=[CH:33][N:32]=[CH:31]4)[CH2:25][CH2:24]3)=[O:22])[CH2:9][NH:8][C:13]=2[CH:14]=1, predict the reactants needed to synthesize it. The reactants are: C(OC([N:8]1[C:13]2[CH:14]=[C:15]([Cl:20])[C:16]([O:18][CH3:19])=[CH:17][C:12]=2[O:11][CH:10]([C:21]([N:23]2[CH2:28][CH2:27][C:26]([CH2:35][C:36]3[CH:41]=[CH:40][C:39]([F:42])=[CH:38][CH:37]=3)([CH2:29][N:30]3[CH:34]=[CH:33][N:32]=[CH:31]3)[CH2:25][CH2:24]2)=[O:22])[CH2:9]1)=O)(C)(C)C.FC(F)(F)C(O)=O. (3) The reactants are: C(C1N=C(N2CCC(F)(F)C2)C2C(=NN(CC)N=2)N=1)(C)(C)C.[C:23]([C:27]1[N:28]=[C:29]([N:36]2[CH2:40][CH2:39][C:38]([F:42])([F:41])[CH2:37]2)[C:30]2[N:35]=[N:34][NH:33][C:31]=2[N:32]=1)([CH3:26])([CH3:25])[CH3:24].FC(F)(F)S(O[CH2:49][C:50]([F:53])([F:52])[F:51])(=O)=O. Given the product [C:23]([C:27]1[N:28]=[C:29]([N:36]2[CH2:40][CH2:39][C:38]([F:41])([F:42])[CH2:37]2)[C:30]2[C:31](=[N:33][N:34]([CH2:49][C:50]([F:53])([F:52])[F:51])[N:35]=2)[N:32]=1)([CH3:26])([CH3:24])[CH3:25], predict the reactants needed to synthesize it. (4) Given the product [ClH:37].[CH2:30]([O:25][C@H:16]1[C:17]2[CH:24]=[CH:23][CH:22]=[CH:21][C:18]=2[CH2:19][CH2:20][C@@H:14]([CH2:13][N:10]2[CH2:9][CH2:8][CH:7]([C:1]3[CH:2]=[CH:3][CH:4]=[CH:5][CH:6]=3)[CH2:12][CH2:11]2)[CH2:15]1)[CH:29]=[CH2:28], predict the reactants needed to synthesize it. The reactants are: [C:1]1([CH:7]2[CH2:12][CH2:11][N:10]([CH2:13][C@@H:14]3[CH2:20][CH2:19][C:18]4[CH:21]=[CH:22][CH:23]=[CH:24][C:17]=4[C@H:16]([OH:25])[CH2:15]3)[CH2:9][CH2:8]2)[CH:6]=[CH:5][CH:4]=[CH:3][CH:2]=1.[H-].[Na+].[CH2:28](Br)[CH:29]=[CH2:30].CCOCC.[ClH:37]. (5) Given the product [CH2:1]([C:3]1[CH:10]=[N:9][CH:8]=[CH:7][C:14]=1[C:13]([OH:11])=[O:15])[CH3:2], predict the reactants needed to synthesize it. The reactants are: [CH2:1]([C:3]1[CH:10]=[N:9][CH:8]=[CH:7]C=1C#N)[CH3:2].[OH-:11].[Na+].[CH2:13]([OH:15])[CH3:14]. (6) The reactants are: [CH3:1][O:2][C:3](=[O:15])[C:4]1[CH:9]=[CH:8][C:7]([NH:10][CH3:11])=[C:6]([N+:12]([O-])=O)[CH:5]=1. Given the product [CH3:1][O:2][C:3](=[O:15])[C:4]1[CH:9]=[CH:8][C:7]([NH:10][CH3:11])=[C:6]([NH2:12])[CH:5]=1, predict the reactants needed to synthesize it. (7) Given the product [F:9][C:8]([F:11])([F:10])[C:6]1[CH:5]=[N:4][CH:3]=[C:2]([CH:7]=1)[C:12]#[N:13], predict the reactants needed to synthesize it. The reactants are: Br[C:2]1[CH:3]=[N:4][CH:5]=[C:6]([C:8]([F:11])([F:10])[F:9])[CH:7]=1.[CH3:12][N:13](C=O)C.